Dataset: Full USPTO retrosynthesis dataset with 1.9M reactions from patents (1976-2016). Task: Predict the reactants needed to synthesize the given product. (1) Given the product [CH3:12][C:2]1[NH:15][N:14]=[C:4]([NH2:5])[C:3]=1[C:6]1[CH:7]=[N:8][CH:9]=[CH:10][CH:11]=1, predict the reactants needed to synthesize it. The reactants are: O=[C:2]([CH3:12])[CH:3]([C:6]1[CH:7]=[N:8][CH:9]=[CH:10][CH:11]=1)[C:4]#[N:5].Br.[NH2:14][NH2:15]. (2) The reactants are: [Cl:1][C:2]1[CH:3]=[CH:4][C:5]2[C:6]3[CH2:14][N:13]([CH3:15])[CH2:12][CH2:11][C:7]=3[NH:8][C:9]=2[CH:10]=1.N1CCC[C@H]1C(O)=O.P([O-])([O-])([O-])=O.[K+].[K+].[K+].Br[CH:33]=[C:34]([C:36]1[CH:37]=[CH:38][C:39]([CH3:42])=[N:40][CH:41]=1)[CH3:35]. Given the product [Cl:1][C:2]1[CH:3]=[CH:4][C:5]2[C:6]3[CH2:14][N:13]([CH3:15])[CH2:12][CH2:11][C:7]=3[N:8](/[CH:33]=[C:34](/[C:36]3[CH:41]=[N:40][C:39]([CH3:42])=[CH:38][CH:37]=3)\[CH3:35])[C:9]=2[CH:10]=1, predict the reactants needed to synthesize it. (3) Given the product [CH3:1][O:2][C:3]1[CH:9]=[CH:8][CH:7]=[CH:6][C:4]=1[NH:5][C:25]([NH:27][CH:28]1[C:34](=[O:35])[NH:33][C:32]2[CH:36]=[CH:37][CH:38]=[CH:39][C:31]=2[C:30]([C:40]2[CH:45]=[CH:44][CH:43]=[CH:42][CH:41]=2)=[N:29]1)=[O:26], predict the reactants needed to synthesize it. The reactants are: [CH3:1][O:2][C:3]1[CH:9]=[CH:8][CH:7]=[CH:6][C:4]=1[NH2:5].C(N(CC)CC)C.C(Cl)(Cl)=O.ClC1C=C(C=CC=1Cl)[C:25]([NH:27][CH:28]1[C:34](=[O:35])[NH:33][C:32]2[CH:36]=[CH:37][CH:38]=[CH:39][C:31]=2[C:30]([C:40]2[CH:45]=[CH:44][CH:43]=[CH:42][CH:41]=2)=[N:29]1)=[O:26]. (4) Given the product [CH3:32][O:24][C:23](=[O:25])[CH2:22][CH2:21][N:18]1[CH:19]=[CH:20][C:16]([NH:15][C:13](=[O:14])[CH:12]([C:4]2[CH:5]=[CH:6][C:7]([S:8]([CH3:11])(=[O:10])=[O:9])=[C:2]([Cl:1])[CH:3]=2)[CH2:26][CH:27]2[CH2:31][CH2:30][CH2:29][CH2:28]2)=[N:17]1, predict the reactants needed to synthesize it. The reactants are: [Cl:1][C:2]1[CH:3]=[C:4]([C@@H:12]([CH2:26][CH:27]2[CH2:31][CH2:30][CH2:29][CH2:28]2)[C:13]([NH:15][C:16]2[CH:20]=[CH:19][N:18]([CH2:21][CH2:22][C:23]([OH:25])=[O:24])[N:17]=2)=[O:14])[CH:5]=[CH:6][C:7]=1[S:8]([CH3:11])(=[O:10])=[O:9].[C:32](Cl)(=O)C(Cl)=O.N1C(C)=CC=CC=1C.CO. (5) Given the product [F:17][C:18]1[CH:19]=[C:20]([C:21]2[O:14][C:13]([C:3]3[C:4]([C:7]4[CH:12]=[CH:11][CH:10]=[CH:9][CH:8]=4)=[N:5][O:6][C:2]=3[CH3:1])=[N:15][N:16]=2)[CH:24]=[CH:25][CH:26]=1, predict the reactants needed to synthesize it. The reactants are: [CH3:1][C:2]1[O:6][N:5]=[C:4]([C:7]2[CH:12]=[CH:11][CH:10]=[CH:9][CH:8]=2)[C:3]=1[C:13]([NH:15][NH2:16])=[O:14].[F:17][C:18]1[CH:19]=[C:20]([CH:24]=[CH:25][CH:26]=1)[C:21](O)=O. (6) Given the product [OH:11][CH:4]([CH:13]1[CH2:14][CH2:15][CH2:16][C:12]1=[O:17])[CH2:5][CH2:6][CH2:7][CH2:8][CH2:9][CH3:10], predict the reactants needed to synthesize it. The reactants are: [OH-].[Na+].O.[CH:4](=[O:11])[CH2:5][CH2:6][CH2:7][CH2:8][CH2:9][CH3:10].[C:12]1(=[O:17])[CH2:16][CH2:15][CH2:14][CH2:13]1. (7) Given the product [C:21]1([CH2:20][N:8]([CH2:7][C:1]2[CH:2]=[CH:3][CH:4]=[CH:5][CH:6]=2)[CH2:9][CH2:10][CH2:11][N:12]2[CH2:13][CH2:14][C:15](=[O:17])[NH:35][C:34]2=[O:32])[CH:22]=[CH:23][CH:24]=[CH:25][CH:26]=1, predict the reactants needed to synthesize it. The reactants are: [C:1]1([CH2:7][N:8]([CH2:20][C:21]2[CH:26]=[CH:25][CH:24]=[CH:23][CH:22]=2)[CH2:9][CH2:10][CH2:11][NH:12][CH2:13][CH2:14][C:15]([O:17]CC)=O)[CH:6]=[CH:5][CH:4]=[CH:3][CH:2]=1.Cl.CC(O)C.[O:32]([C:34]#[N:35])[K].Cl.